Predict the reactants needed to synthesize the given product. From a dataset of Full USPTO retrosynthesis dataset with 1.9M reactions from patents (1976-2016). (1) Given the product [CH3:8][N:9]([CH3:45])[C:10]1[S:11][C@H:12]2[CH2:18][C@H:17]([CH2:19][OH:20])[C@@H:16]([OH:29])[C@H:15]([OH:37])[C@H:13]2[N:14]=1, predict the reactants needed to synthesize it. The reactants are: B(Cl)(Cl)Cl.CSC.[CH3:8][N:9]([CH3:45])[C:10]1[S:11][C@H:12]2[CH2:18][C@H:17]([CH2:19][O:20]OCC3C=CC=CC=3)[C@@H:16]([O:29]CC3C=CC=CC=3)[C@H:15]([O:37]CC3C=CC=CC=3)[C@H:13]2[N:14]=1. (2) Given the product [Cl:2][C:3]1[C:11]2[C:6](=[CH:7][CH:8]=[C:9]([O:12][CH3:13])[CH:10]=2)[N:5]([C:14]2[CH:27]=[CH:26][C:17]([CH2:18][NH:19][C:20]([C:22]3([NH:25][C:41]([C:39]4[O:38][N:37]=[C:36]([O:35][CH3:34])[CH:40]=4)=[O:42])[CH2:23][CH2:24]3)=[O:21])=[CH:16][CH:15]=2)[C:4]=1[C:28]1[O:32][N:31]=[C:30]([CH3:33])[N:29]=1, predict the reactants needed to synthesize it. The reactants are: Cl.[Cl:2][C:3]1[C:11]2[C:6](=[CH:7][CH:8]=[C:9]([O:12][CH3:13])[CH:10]=2)[N:5]([C:14]2[CH:27]=[CH:26][C:17]([CH2:18][NH:19][C:20]([C:22]3([NH2:25])[CH2:24][CH2:23]3)=[O:21])=[CH:16][CH:15]=2)[C:4]=1[C:28]1[O:32][N:31]=[C:30]([CH3:33])[N:29]=1.[CH3:34][O:35][C:36]1[CH:40]=[C:39]([C:41](O)=[O:42])[O:38][N:37]=1. (3) Given the product [F:8][C:6]1[CH:5]=[C:4]([C@H:9]2[NH:14][C:13](=[O:22])[C:12]([CH3:24])([CH3:23])[O:11][CH2:10]2)[CH:3]=[C:2]([F:1])[CH:7]=1, predict the reactants needed to synthesize it. The reactants are: [F:1][C:2]1[CH:3]=[C:4]([C@H:9]2[N:14](C(OC(C)(C)C)=O)[C:13](=[O:22])[C:12]([CH3:24])([CH3:23])[O:11][CH2:10]2)[CH:5]=[C:6]([F:8])[CH:7]=1.C(O)(C(F)(F)F)=O. (4) Given the product [Cl:13][CH2:14][CH2:15][CH2:16][C:17]([NH:12][C:3]1[CH:4]=[N:5][C:6]2[C:11]([C:2]=1[Cl:1])=[N:10][CH:9]=[CH:8][CH:7]=2)=[O:18], predict the reactants needed to synthesize it. The reactants are: [Cl:1][C:2]1[C:11]2[C:6](=[CH:7][CH:8]=[CH:9][N:10]=2)[N:5]=[CH:4][C:3]=1[NH2:12].[Cl:13][CH2:14][CH2:15][CH2:16][C:17](Cl)=[O:18]. (5) Given the product [C:21]([N:26]1[CH2:27][CH2:28][C:29]([OH:32])([C:9]2[CH:10]=[CH:11][CH:12]=[CH:13][C:8]=2[S:7][C:4]2[CH:5]=[CH:6][C:1]([CH3:15])=[CH:2][CH:3]=2)[CH2:30][CH2:31]1)([O:23][CH2:24][CH3:25])=[O:22], predict the reactants needed to synthesize it. The reactants are: [C:1]1([CH3:15])[CH:6]=[CH:5][C:4]([S:7][C:8]2[CH:13]=[CH:12][CH:11]=[CH:10][C:9]=2Br)=[CH:3][CH:2]=1.C([Li])CCC.[C:21]([N:26]1[CH2:31][CH2:30][C:29](=[O:32])[CH2:28][CH2:27]1)([O:23][CH2:24][CH3:25])=[O:22]. (6) The reactants are: [C:1]([N:5]1[C:9]2=[N:10][CH:11]=[N:12][C:13]([NH2:14])=[C:8]2[CH:7]=[N:6]1)([CH3:4])([CH3:3])[CH3:2].[Br:15]Br.[OH-].[Na+]. Given the product [Br:15][C:7]1[C:8]2[C:9](=[N:10][CH:11]=[N:12][C:13]=2[NH2:14])[N:5]([C:1]([CH3:4])([CH3:2])[CH3:3])[N:6]=1, predict the reactants needed to synthesize it. (7) Given the product [F:10][C:11]1[CH:16]=[CH:15][C:14]([C:2]2[C:7]([C:8]#[N:9])=[CH:6][N:5]=[CH:4][N:3]=2)=[CH:13][CH:12]=1, predict the reactants needed to synthesize it. The reactants are: Cl[C:2]1[C:7]([C:8]#[N:9])=[CH:6][N:5]=[CH:4][N:3]=1.[F:10][C:11]1[CH:16]=[CH:15][C:14](B(O)O)=[CH:13][CH:12]=1.C(=O)([O-])[O-].[K+].[K+].C(OCC)(=O)C. (8) The reactants are: [OH:1][C:2]1[CH:12]=[CH:11][C:5]([CH:6]=[CH:7][C:8](O)=[O:9])=[CH:4][CH:3]=1.[CH3:13][O:14][C:15](=[O:25])[C@H:16]([CH2:18][C:19]1[CH:24]=[CH:23][CH:22]=[CH:21][CH:20]=1)[NH2:17].O.ON1C2C=CC=CC=2N=N1.Cl.CN(C)CCCN=C=NCC. Given the product [CH3:13][O:14][C:15](=[O:25])[CH:16]([NH:17][C:8](=[O:9])[CH:7]=[CH:6][C:5]1[CH:11]=[CH:12][C:2]([OH:1])=[CH:3][CH:4]=1)[CH2:18][C:19]1[CH:24]=[CH:23][CH:22]=[CH:21][CH:20]=1, predict the reactants needed to synthesize it.